This data is from NCI-60 drug combinations with 297,098 pairs across 59 cell lines. The task is: Regression. Given two drug SMILES strings and cell line genomic features, predict the synergy score measuring deviation from expected non-interaction effect. (1) Drug 1: C1CC(=O)NC(=O)C1N2CC3=C(C2=O)C=CC=C3N. Drug 2: CCC1(C2=C(COC1=O)C(=O)N3CC4=CC5=C(C=CC(=C5CN(C)C)O)N=C4C3=C2)O.Cl. Cell line: T-47D. Synergy scores: CSS=23.0, Synergy_ZIP=-7.66, Synergy_Bliss=-1.90, Synergy_Loewe=-3.18, Synergy_HSA=-3.10. (2) Drug 1: CC1=C(C(=CC=C1)Cl)NC(=O)C2=CN=C(S2)NC3=CC(=NC(=N3)C)N4CCN(CC4)CCO. Drug 2: CC1=C(C(=O)C2=C(C1=O)N3CC4C(C3(C2COC(=O)N)OC)N4)N. Cell line: SNB-75. Synergy scores: CSS=34.2, Synergy_ZIP=-6.71, Synergy_Bliss=-2.03, Synergy_Loewe=-0.441, Synergy_HSA=0.487.